Dataset: Forward reaction prediction with 1.9M reactions from USPTO patents (1976-2016). Task: Predict the product of the given reaction. (1) Given the reactants [Si:1]([O:8][C@@H:9]1[CH2:14][CH2:13][CH2:12][N:11]([C:15]2[CH:20]=[CH:19][C:18]([C:21]([F:24])([F:23])[F:22])=[CH:17][C:16]=2[N+:25]([O-])=O)[CH2:10]1)([C:4]([CH3:7])([CH3:6])[CH3:5])([CH3:3])[CH3:2].[H][H], predict the reaction product. The product is: [Si:1]([O:8][C@@H:9]1[CH2:14][CH2:13][CH2:12][N:11]([C:15]2[CH:20]=[CH:19][C:18]([C:21]([F:22])([F:24])[F:23])=[CH:17][C:16]=2[NH2:25])[CH2:10]1)([C:4]([CH3:7])([CH3:6])[CH3:5])([CH3:3])[CH3:2]. (2) Given the reactants [F:1][C:2]([F:24])([F:23])[C:3]1[CH:22]=[CH:21][C:6]([CH:7]=[C:8]2[CH2:13][CH2:12][N:11]([C:14]([O:16][C:17]([CH3:20])([CH3:19])[CH3:18])=[O:15])[CH2:10][CH2:9]2)=[CH:5][CH:4]=1, predict the reaction product. The product is: [F:24][C:2]([F:1])([F:23])[C:3]1[CH:22]=[CH:21][C:6]([CH2:7][CH:8]2[CH2:9][CH2:10][N:11]([C:14]([O:16][C:17]([CH3:18])([CH3:19])[CH3:20])=[O:15])[CH2:12][CH2:13]2)=[CH:5][CH:4]=1. (3) Given the reactants [C:1]([N:4]1[CH2:9][CH2:8][C:7](=O)[CH2:6][CH2:5]1)(=[O:3])[CH3:2].C1(C)C=CC=CC=1.[NH:18]1[CH2:22][CH2:21][CH2:20][CH2:19]1.C1(C)C=CC(S(O)(=O)=O)=CC=1, predict the reaction product. The product is: [N:18]1([C:7]2[CH2:6][CH2:5][N:4]([C:1](=[O:3])[CH3:2])[CH2:9][CH:8]=2)[CH2:22][CH2:21][CH2:20][CH2:19]1. (4) Given the reactants [CH3:1][S:2](Cl)(=[O:4])=[O:3].[CH2:6]([O:8][CH2:9][C:10]1[N:11]([CH2:23][C:24]2([NH2:30])[CH2:29][CH2:28][CH2:27][CH2:26][CH2:25]2)[C:12]2[C:21]3[CH:20]=[CH:19][CH:18]=[CH:17][C:16]=3[N:15]=[CH:14][C:13]=2[N:22]=1)[CH3:7].N1C=CC=CC=1, predict the reaction product. The product is: [CH2:6]([O:8][CH2:9][C:10]1[N:11]([CH2:23][C:24]2([NH:30][S:2]([CH3:1])(=[O:4])=[O:3])[CH2:29][CH2:28][CH2:27][CH2:26][CH2:25]2)[C:12]2[C:21]3[CH:20]=[CH:19][CH:18]=[CH:17][C:16]=3[N:15]=[CH:14][C:13]=2[N:22]=1)[CH3:7].